This data is from Reaction yield outcomes from USPTO patents with 853,638 reactions. The task is: Predict the reaction yield, written as a fraction of the theoretical maximum amount of product (1.0 means a 100% yield; for example, 0.34 means a 34% yield). (1) The reactants are O[C:2]([C:4](F)(F)F)=O.[NH2:8][CH2:9][CH:10]([NH:14][C:15](=[O:33])[CH:16]([CH2:26][CH:27]1[CH2:32][CH2:31][CH2:30][CH2:29][CH2:28]1)[CH2:17][C:18]([N:20]1[CH2:25][CH2:24][O:23][CH2:22][CH2:21]1)=[O:19])[C:11](=O)[NH2:12].[C:34]1(=O)[CH2:39][CH2:38][CH2:37][CH2:36][CH2:35]1.C(O[BH-](OC(=O)C)OC(=O)C)(=O)C.[Na+].C(=O)C. The catalyst is C1COCC1. The product is [C:9]([CH:10]([CH2:11][N:12]([CH:34]1[CH2:39][CH2:38][CH2:37][CH2:36][CH2:35]1)[CH2:2][CH3:4])[NH:14][C:15](=[O:33])[CH:16]([CH2:26][CH:27]1[CH2:32][CH2:31][CH2:30][CH2:29][CH2:28]1)[CH2:17][C:18]([N:20]1[CH2:25][CH2:24][O:23][CH2:22][CH2:21]1)=[O:19])#[N:8]. The yield is 0.655. (2) The reactants are Cl.[CH:2]1([N:5]2[CH2:10][C:9]3([CH2:15][CH2:14][NH:13][CH2:12][CH2:11]3)[O:8][CH2:7][C:6]2=[O:16])[CH2:4][CH2:3]1.[Br:17][C:18]1[C:23]([F:24])=[CH:22][C:21]([S:25](Cl)(=[O:27])=[O:26])=[CH:20][C:19]=1[F:29]. The catalyst is ClCCl. The product is [Br:17][C:18]1[C:23]([F:24])=[CH:22][C:21]([S:25]([N:13]2[CH2:12][CH2:11][C:9]3([O:8][CH2:7][C:6](=[O:16])[N:5]([CH:2]4[CH2:4][CH2:3]4)[CH2:10]3)[CH2:15][CH2:14]2)(=[O:26])=[O:27])=[CH:20][C:19]=1[F:29]. The yield is 0.560. (3) The reactants are [CH:1]1([CH2:7][C@H:8]([CH2:12][CH:13]=[CH2:14])[CH2:9][NH:10][CH3:11])[CH2:6][CH2:5][CH2:4][CH2:3][CH2:2]1.CCN(CC)CC.[CH3:34][C:33]([O:32][C:30](O[C:30]([O:32][C:33]([CH3:36])([CH3:35])[CH3:34])=[O:31])=[O:31])([CH3:36])[CH3:35]. The catalyst is CO. The product is [CH:1]1([CH2:7][C@H:8]([CH2:12][CH:13]=[CH2:14])[CH2:9][N:10]([CH3:11])[C:30](=[O:31])[O:32][C:33]([CH3:34])([CH3:35])[CH3:36])[CH2:6][CH2:5][CH2:4][CH2:3][CH2:2]1. The yield is 0.870.